Dataset: Full USPTO retrosynthesis dataset with 1.9M reactions from patents (1976-2016). Task: Predict the reactants needed to synthesize the given product. (1) Given the product [NH:27]([C:28]1[N:30]=[C:8]([C:10]2[N:14]([CH3:15])[CH:13]=[N:12][CH:11]=2)[CH:7]=[CH:6][N:29]=1)[C:21]1[CH:26]=[CH:25][CH:24]=[CH:23][CH:22]=1, predict the reactants needed to synthesize it. The reactants are: C[O-].[Na+].CN(C)[CH:6]=[CH:7][C:8]([C:10]1[N:14]([CH3:15])[CH:13]=[N:12][CH:11]=1)=O.C(=O)(O)O.[C:21]1([NH:27][C:28]([NH2:30])=[NH:29])[CH:26]=[CH:25][CH:24]=[CH:23][CH:22]=1. (2) The reactants are: C(N(CC)CC)C.[CH3:8][C@H:9]([CH2:12][CH2:13][OH:14])[CH2:10][OH:11].[CH3:15][S:16](Cl)(=[O:18])=[O:17].Cl. Given the product [CH3:15][S:16]([O:11][CH2:10][C@H:9]([CH3:8])[CH2:12][CH2:13][O:14][S:16]([CH3:15])(=[O:18])=[O:17])(=[O:18])=[O:17], predict the reactants needed to synthesize it. (3) Given the product [N:1]1([CH2:14][C:15]2[CH:16]=[C:17]([C:21]3[CH:25]=[C:24]([CH2:26][CH:27]([CH3:29])[CH3:28])[S:23][C:22]=3[S:30]([NH:33][C:34]([CH3:36])([CH3:35])[CH3:37])(=[O:31])=[O:32])[CH:18]=[CH:19][CH:20]=2)[CH2:5][CH2:4][CH2:3][C:2]1=[O:6], predict the reactants needed to synthesize it. The reactants are: [NH:1]1[CH2:5][CH2:4][CH2:3][C:2]1=[O:6].CC([O-])(C)C.[K+].Br[CH2:14][C:15]1[CH:16]=[C:17]([C:21]2[CH:25]=[C:24]([CH2:26][CH:27]([CH3:29])[CH3:28])[S:23][C:22]=2[S:30]([NH:33][C:34]([CH3:37])([CH3:36])[CH3:35])(=[O:32])=[O:31])[CH:18]=[CH:19][CH:20]=1. (4) Given the product [F:27][C:28]1[CH:33]=[CH:32][CH:31]=[C:30]([F:34])[C:29]=1[S:35]([N:9]1[C:10]2[C:6](=[C:5]3[CH:12]([CH3:24])[N:13]([C:17]([O:19][C:20]([CH3:23])([CH3:22])[CH3:21])=[O:18])[CH2:14][CH2:15][O:16][C:4]3=[C:3]([O:2][CH3:1])[CH:11]=2)[CH:7]=[CH:8]1)(=[O:37])=[O:36], predict the reactants needed to synthesize it. The reactants are: [CH3:1][O:2][C:3]1[CH:11]=[C:10]2[C:6]([CH:7]=[CH:8][NH:9]2)=[C:5]2[CH:12]([CH3:24])[N:13]([C:17]([O:19][C:20]([CH3:23])([CH3:22])[CH3:21])=[O:18])[CH2:14][CH2:15][O:16][C:4]=12.[H-].[Na+].[F:27][C:28]1[CH:33]=[CH:32][CH:31]=[C:30]([F:34])[C:29]=1[S:35](Cl)(=[O:37])=[O:36]. (5) The reactants are: [F:1][C:2]1[CH:9]=[CH:8][C:7]([S:10]([N:13]2[CH2:18][CH2:17][N:16]([C:19]3[CH:24]=[CH:23][C:22]([F:25])=[CH:21][C:20]=3[C:26]([F:29])([F:28])[F:27])[CH2:15][C@H:14]2[CH3:30])(=[O:12])=[O:11])=[CH:6][C:3]=1[C:4]#[N:5].C(O)(C(F)(F)F)=[O:32].OS(O)(=O)=O.[OH-].[Na+]. Given the product [F:1][C:2]1[CH:9]=[CH:8][C:7]([S:10]([N:13]2[CH2:18][CH2:17][N:16]([C:19]3[CH:24]=[CH:23][C:22]([F:25])=[CH:21][C:20]=3[C:26]([F:27])([F:29])[F:28])[CH2:15][C@H:14]2[CH3:30])(=[O:12])=[O:11])=[CH:6][C:3]=1[C:4]([NH2:5])=[O:32], predict the reactants needed to synthesize it. (6) The reactants are: [Br:1][C:2]1[S:3][C:4]([Br:8])=[CH:5][C:6]=1I.[CH:9]#[C:10][CH2:11][CH2:12][CH2:13][CH2:14][CH2:15][CH2:16][CH2:17][CH3:18]. Given the product [Br:1][C:2]1[S:3][C:4]([Br:8])=[CH:5][C:6]=1[C:9]#[C:10][CH2:11][CH2:12][CH2:13][CH2:14][CH2:15][CH2:16][CH2:17][CH3:18], predict the reactants needed to synthesize it. (7) Given the product [F:10][C:11]1[CH:12]=[CH:13][C:14]([NH:17][C:18]2[N:20]=[C:1]([OH:7])[CH:2]=[C:3]([CH3:5])[N:19]=2)=[CH:15][CH:16]=1, predict the reactants needed to synthesize it. The reactants are: [C:1]([O:7]CC)(=O)[CH2:2][C:3]([CH3:5])=O.[F:10][C:11]1[CH:16]=[CH:15][C:14]([NH:17][C:18]([NH2:20])=[NH:19])=[CH:13][CH:12]=1.C[O-].[Na+]. (8) Given the product [OH:1][C:2]1[CH:3]=[CH:4][C:5]([N:8]2[C:16]3[C:11](=[CH:12][CH:13]=[CH:14][CH:15]=3)[C:10]([CH:17]=[N:25][OH:26])=[C:9]2[N:19]2[CH:20]=[CH:21][CH:22]=[CH:23]2)=[CH:6][CH:7]=1, predict the reactants needed to synthesize it. The reactants are: [OH:1][C:2]1[CH:7]=[CH:6][C:5]([N:8]2[C:16]3[C:11](=[CH:12][CH:13]=[CH:14][CH:15]=3)[C:10]([CH:17]=O)=[C:9]2[N:19]2[CH:23]=[CH:22][CH:21]=[CH:20]2)=[CH:4][CH:3]=1.Cl.[NH2:25][OH:26].N1C=CC=CC=1.